From a dataset of Peptide-MHC class I binding affinity with 185,985 pairs from IEDB/IMGT. Regression. Given a peptide amino acid sequence and an MHC pseudo amino acid sequence, predict their binding affinity value. This is MHC class I binding data. (1) The peptide sequence is NQQGITPNY. The MHC is HLA-A26:01 with pseudo-sequence HLA-A26:01. The binding affinity (normalized) is 0.0847. (2) The peptide sequence is YNFTLVATV. The MHC is HLA-A02:03 with pseudo-sequence HLA-A02:03. The binding affinity (normalized) is 0.331.